Dataset: Tyrosyl-DNA phosphodiesterase HTS with 341,365 compounds. Task: Binary Classification. Given a drug SMILES string, predict its activity (active/inactive) in a high-throughput screening assay against a specified biological target. (1) The compound is S=C(Nc1nn(Cc2c3c(ccc2)cccc3)cc1)Nc1cc(ccc1)C(=O)C. The result is 0 (inactive). (2) The result is 0 (inactive). The molecule is S(=O)(=O)(N(C)C)c1ccc(NC(=O)CN2CCC(CC2)Cc2ccccc2)cc1. (3) The molecule is s1c(C(NC(=O)c2c3c(CN(C3=O)CCOC)ccc2)C)ccc1. The result is 0 (inactive). (4) The compound is Clc1ccc(C(=O)C2C(O)(NC(=O)NC2c2cc(OCC)c(O)cc2)C(F)(F)F)cc1. The result is 0 (inactive). (5) The drug is S(c1c([N+]([O-])=O)cc(cc1)C(=O)Nc1c(OC)cccc1)CC(=O)NCc1c(OC)cccc1. The result is 0 (inactive). (6) The drug is O=C(NC1CCCCCCC1)C1N(C(=O)c2c1cccc2)Cc1occc1. The result is 0 (inactive).